Dataset: Catalyst prediction with 721,799 reactions and 888 catalyst types from USPTO. Task: Predict which catalyst facilitates the given reaction. Reactant: [C:1]1([C@@H:7]([C@H:9]([C:11]2[CH:16]=[CH:15][CH:14]=[CH:13][CH:12]=2)[OH:10])[OH:8])[CH:6]=[CH:5][CH:4]=[CH:3][CH:2]=1.[C:17]1([CH3:27])[CH:22]=[CH:21][C:20](S([O-])(=O)=O)=CC=1.[NH+]1C=CC=CC=1.C1(=O)CCC=C1. Product: [C:11]1([C@H:9]2[C@H:7]([C:1]3[CH:2]=[CH:3][CH:4]=[CH:5][CH:6]=3)[O:8][C:17]3([CH2:22][CH2:21][CH:20]=[CH:27]3)[O:10]2)[CH:16]=[CH:15][CH:14]=[CH:13][CH:12]=1. The catalyst class is: 244.